Task: Predict the reactants needed to synthesize the given product.. Dataset: Full USPTO retrosynthesis dataset with 1.9M reactions from patents (1976-2016) (1) Given the product [C:16]([C:18]1[CH:24]=[CH:23][C:21]([NH:22][CH:7]([C:6]2[CH:9]=[CH:10][C:11]([O:12][CH:13]([CH3:15])[CH3:14])=[C:4]([O:3][CH2:1][CH3:2])[CH:5]=2)[C:43]([O:44][CH3:45])=[O:32])=[CH:20][CH:19]=1)#[N:17], predict the reactants needed to synthesize it. The reactants are: [CH2:1]([O:3][C:4]1[CH:5]=[C:6]([CH:9]=[CH:10][C:11]=1[O:12][CH:13]([CH3:15])[CH3:14])[CH:7]=O)[CH3:2].[C:16]([C:18]1[CH:24]=[CH:23][C:21]([NH2:22])=[CH:20][CH:19]=1)#[N:17].C1(C)C=CC(S(C[N+]#[C-])(=O)=[O:32])=CC=1.B(F)(F)F.C[CH2:43][O:44][CH2:45]C. (2) Given the product [Br:1][C:2]1[CH:7]=[CH:6][C:5]([NH:12][C:13]2[CH:18]=[CH:17][CH:16]=[CH:15][CH:14]=2)=[C:4]([N+:9]([O-:11])=[O:10])[CH:3]=1, predict the reactants needed to synthesize it. The reactants are: [Br:1][C:2]1[CH:7]=[CH:6][C:5](F)=[C:4]([N+:9]([O-:11])=[O:10])[CH:3]=1.[NH2:12][C:13]1[CH:18]=[CH:17][CH:16]=[CH:15][CH:14]=1. (3) Given the product [CH3:2][C:3]1[C:4]2[CH:12]=[CH:11][CH:10]=[CH:9][C:5]=2[S:6][C:7]=1[NH:8][S:20]([C:23]1[CH:24]=[CH:25][C:26]([C:27]([OH:29])=[O:28])=[CH:30][CH:31]=1)(=[O:22])=[O:21], predict the reactants needed to synthesize it. The reactants are: Cl.[CH3:2][C:3]1[C:4]2[CH:12]=[CH:11][CH:10]=[CH:9][C:5]=2[S:6][C:7]=1[NH2:8].N1C=CC=CC=1.Cl[S:20]([C:23]1[CH:31]=[CH:30][C:26]([C:27]([OH:29])=[O:28])=[CH:25][CH:24]=1)(=[O:22])=[O:21]. (4) Given the product [Br:1][CH2:2][CH2:3][O:4][Si:9]([C:6]([CH3:8])([CH3:7])[CH3:5])([CH3:11])[CH3:10], predict the reactants needed to synthesize it. The reactants are: [Br:1][CH2:2][CH2:3][OH:4].[CH3:5][C:6]([Si:9](Cl)([CH3:11])[CH3:10])([CH3:8])[CH3:7]. (5) Given the product [C:23]([O:22][C:20]([N:9]1[CH2:8][CH2:7][CH:6]2[CH:11]([NH:12][CH2:13]2)[CH2:10]1)=[O:21])([CH3:24])([CH3:25])[CH3:26], predict the reactants needed to synthesize it. The reactants are: C(OC([C:6]1[CH2:7][CH2:8][N:9]([C:20]([O:22][C:23]([CH3:26])([CH3:25])[CH3:24])=[O:21])[CH2:10][C:11]=1[NH:12][CH2:13]C1C=CC=CC=1)=O)C.C(OC(C1CCN(C(OC(C)(C)C)=O)CC1=O)=O)C.C(N)C1C=CC=CC=1. (6) Given the product [OH:31][C:14]1[CH:13]=[C:12]([C@H:9]([N:2]([CH3:1])[S@:3]([C:5]([CH3:8])([CH3:7])[CH3:6])=[O:4])[CH:10]=[CH2:11])[CH:17]=[C:16]([C:18]([F:21])([F:20])[F:19])[CH:15]=1, predict the reactants needed to synthesize it. The reactants are: [CH3:1][N:2]([C@@H:9]([C:12]1[CH:17]=[C:16]([C:18]([F:21])([F:20])[F:19])[CH:15]=[C:14](B2OC(C)(C)C(C)(C)O2)[CH:13]=1)[CH:10]=[CH2:11])[S@:3]([C:5]([CH3:8])([CH3:7])[CH3:6])=[O:4].[OH-:31].[Na+].OO. (7) Given the product [CH2:1]([N:5]1[C:10]2=[N:11][N:12]([CH2:20][C:21]3[C:30]4[C:25](=[CH:26][CH:27]=[CH:28][CH:29]=4)[CH:24]=[CH:23][CH:22]=3)[C:13]([C:14]3[CH:15]=[CH:16][N:17]=[CH:18][CH:19]=3)=[C:9]2[C:8](=[O:31])[N:7]([CH2:35][C:36]2[CH:41]=[CH:40][N:39]=[CH:38][CH:37]=2)[C:6]1=[O:32])[CH:2]([CH3:4])[CH3:3], predict the reactants needed to synthesize it. The reactants are: [CH2:1]([N:5]1[C:10]2=[N:11][N:12]([CH2:20][C:21]3[C:30]4[C:25](=[CH:26][CH:27]=[CH:28][CH:29]=4)[CH:24]=[CH:23][CH:22]=3)[C:13]([C:14]3[CH:19]=[CH:18][N:17]=[CH:16][CH:15]=3)=[C:9]2[C:8](=[O:31])[NH:7][C:6]1=[O:32])[CH:2]([CH3:4])[CH3:3].Cl.Cl[CH2:35][C:36]1[CH:41]=[CH:40][N:39]=[CH:38][CH:37]=1.C1CCN2C(=NCCC2)CC1. (8) Given the product [CH3:1][O:2][C:3]([C:5]1[C:13]2[C:8](=[CH:9][C:10]([Cl:25])=[C:11]([C:14]3[C:15]([O:23][CH3:24])=[N:16][C:17]([N:20]([CH3:21])[CH3:22])=[CH:18][CH:19]=3)[CH:12]=2)[NH:7][CH:6]=1)=[O:4], predict the reactants needed to synthesize it. The reactants are: [CH3:1][O:2][C:3]([C:5]1[C:13]2[C:8](=[CH:9][C:10]([Cl:25])=[C:11]([C:14]3[C:15]([O:23][CH3:24])=[N:16][C:17]([N:20]([CH3:22])[CH3:21])=[CH:18][CH:19]=3)[CH:12]=2)[N:7](S(C2C=CC(C)=CC=2)(=O)=O)[CH:6]=1)=[O:4].[F-].C([N+](CCCC)(CCCC)CCCC)CCC. (9) Given the product [CH2:16]([CH:18]([CH2:22][CH2:23][CH2:24][CH3:25])[C:19]([O-:21])=[O:20])[CH3:17].[Zn+2:27].[CH2:60]([CH:59]([CH2:58][CH2:57][CH2:56][CH3:55])[C:64]([O-:66])=[O:65])[CH3:61], predict the reactants needed to synthesize it. The reactants are: C[O-].[Na+].C(O)(=O)CCCCCC(C)(C)C.[CH2:16]([CH:18]([CH2:22][CH2:23][CH2:24][CH3:25])[C:19]([OH:21])=[O:20])[CH3:17].[Cl-].[Zn+2:27].[Cl-].C([O-])(=O)CCCCCC(C)(C)C.[Zn+2].C([O-])(=O)CCCCCC(C)(C)C.C1C=C2[C:57]([CH:58]=[C:59]([C:64]([O-:66])=[O:65])[CH:60]=[CH:61]2)=[CH:56][CH:55]=1.C1C=C2[C:57]([CH:58]=[C:59]([C:64]([O-:66])=[O:65])[CH:60]=[CH:61]2)=[CH:56][CH:55]=1.[Zn+2]. (10) Given the product [C:64]([C:68]1[CH:69]=[CH:70][C:71]([CH2:72][NH:73][C:14](=[O:16])[C:13]2[CH:12]=[CH:11][C:10]([S:7]([NH:6][C:19]3[S:20][CH:21]=[CH:22][N:23]=3)(=[O:8])=[O:9])=[CH:18][CH:17]=2)=[CH:74][CH:75]=1)([CH3:67])([CH3:65])[CH3:66], predict the reactants needed to synthesize it. The reactants are: COC1C=C(OC)C=CC=1C[N:6]([C:19]1[S:20][CH:21]=[CH:22][N:23]=1)[S:7]([C:10]1[CH:18]=[CH:17][C:13]([C:14]([OH:16])=O)=[CH:12][CH:11]=1)(=[O:9])=[O:8].CN(C(ON1N=NC2C=CC=CC1=2)=[N+](C)C)C.F[P-](F)(F)(F)(F)F.CCN(CC)CC.C(Cl)Cl.[C:64]([C:68]1[CH:75]=[CH:74][C:71]([CH2:72][NH2:73])=[CH:70][CH:69]=1)([CH3:67])([CH3:66])[CH3:65].